From a dataset of Forward reaction prediction with 1.9M reactions from USPTO patents (1976-2016). Predict the product of the given reaction. The product is: [N:11]1([C:14]2[CH:19]=[CH:18][CH:17]=[CH:16][N:15]=2)[CH2:12][CH2:13][CH:8]([C:6]([OH:7])=[O:5])[CH2:9][CH2:10]1. Given the reactants [OH-].[Na+].C([O:5][C:6]([CH:8]1[CH2:13][CH2:12][N:11]([C:14]2[CH:19]=[CH:18][CH:17]=[CH:16][N:15]=2)[CH2:10][CH2:9]1)=[O:7])C, predict the reaction product.